From a dataset of Forward reaction prediction with 1.9M reactions from USPTO patents (1976-2016). Predict the product of the given reaction. (1) The product is: [CH3:1][O:2][C:3](=[O:24])[C:4]1[CH:9]=[CH:8][C:7]([C:10]([CH2:11][CH3:12])([C:13]2[CH:18]=[CH:17][C:16]([O:19][CH:28]3[CH2:27][CH2:26][CH2:25][CH2:30][O:29]3)=[C:15]([CH3:20])[CH:14]=2)[CH2:21][CH3:22])=[CH:6][C:5]=1[CH3:23]. Given the reactants [CH3:1][O:2][C:3](=[O:24])[C:4]1[CH:9]=[CH:8][C:7]([C:10]([CH2:21][CH3:22])([C:13]2[CH:18]=[CH:17][C:16]([OH:19])=[C:15]([CH3:20])[CH:14]=2)[CH2:11][CH3:12])=[CH:6][C:5]=1[CH3:23].[CH2:25]1[CH2:30][O:29][CH:28]=[CH:27][CH2:26]1.C(OCC)(=O)C, predict the reaction product. (2) Given the reactants [CH:1]([C:4]1[C:9]([OH:10])=[CH:8][CH:7]=[C:6]([CH:11]([CH3:13])[CH3:12])[N:5]=1)([CH3:3])[CH3:2].C(=O)([O-])[O-].[Na+].[Na+].CS(C)=O.[I:24]I, predict the reaction product. The product is: [I:24][C:8]1[CH:7]=[C:6]([CH:11]([CH3:13])[CH3:12])[N:5]=[C:4]([CH:1]([CH3:3])[CH3:2])[C:9]=1[OH:10].